This data is from Full USPTO retrosynthesis dataset with 1.9M reactions from patents (1976-2016). The task is: Predict the reactants needed to synthesize the given product. (1) Given the product [Br:7][C:8]1[CH:13]=[C:12]([F:14])[CH:11]=[CH:10][C:9]=1[C:15]([CH3:19])([CH3:18])[CH2:16][NH2:17], predict the reactants needed to synthesize it. The reactants are: B.C1COCC1.[Br:7][C:8]1[CH:13]=[C:12]([F:14])[CH:11]=[CH:10][C:9]=1[C:15]([CH3:19])([CH3:18])[C:16]#[N:17]. (2) The reactants are: [Br:1][CH2:2][CH2:3][CH2:4][O:5][CH2:6][O:7][CH3:8].[C:9]1([P:15]([C:22]2[CH:27]=[CH:26][CH:25]=[CH:24][CH:23]=2)[C:16]2[CH:21]=[CH:20][CH:19]=[CH:18][CH:17]=2)[CH:14]=[CH:13][CH:12]=[CH:11][CH:10]=1. Given the product [Br-:1].[CH3:8][O:7][CH2:6][O:5][CH2:4][CH2:3][CH2:2][P+:15]([C:16]1[CH:17]=[CH:18][CH:19]=[CH:20][CH:21]=1)([C:22]1[CH:27]=[CH:26][CH:25]=[CH:24][CH:23]=1)[C:9]1[CH:10]=[CH:11][CH:12]=[CH:13][CH:14]=1, predict the reactants needed to synthesize it. (3) Given the product [N:11]1[CH:12]=[CH:13][CH:14]=[C:9]([NH:8][C:6]([C:5]2[CH:15]=[CH:16][C:2]([C:25]3[CH:42]=[CH:41][C:28]4[CH2:29][CH2:30][N:31]([C:34]([O:36][C:37]([CH3:38])([CH3:39])[CH3:40])=[O:35])[CH2:32][CH2:33][C:27]=4[CH:26]=3)=[CH:3][CH:4]=2)=[O:7])[CH:10]=1, predict the reactants needed to synthesize it. The reactants are: I[C:2]1[CH:16]=[CH:15][C:5]([C:6]([NH:8][C:9]2[CH:10]=[N:11][CH:12]=[CH:13][CH:14]=2)=[O:7])=[CH:4][CH:3]=1.CC1(C)C(C)(C)OB([C:25]2[CH:42]=[CH:41][C:28]3[CH2:29][CH2:30][N:31]([C:34]([O:36][C:37]([CH3:40])([CH3:39])[CH3:38])=[O:35])[CH2:32][CH2:33][C:27]=3[CH:26]=2)O1. (4) Given the product [C:32]([OH:34])(=[O:33])[C:31]1[CH:35]=[CH:36][CH:37]=[CH:38][CH:30]=1, predict the reactants needed to synthesize it. The reactants are: N1CCCCC1.FC(F)OC1C(OC)=CC(C=O)=CC=1OC.C(CC(N[C:30]1[CH:38]=[CH:37][CH:36]=[CH:35][C:31]=1[C:32]([OH:34])=[O:33])=O)(O)=O. (5) Given the product [NH2:1][CH2:2][C@@H:3]1[CH2:6][C@H:5]([N:7]2[C:11]3[N:12]=[CH:13][N:14]=[C:15]([NH2:16])[C:10]=3[C:9]([C:29]3[CH:30]=[CH:31][CH:32]=[C:27]([O:26][CH2:25][C:18]45[O:24][CH:21]([CH2:20][CH2:19]4)[CH2:22][CH2:23]5)[CH:28]=3)=[CH:8]2)[CH2:4]1, predict the reactants needed to synthesize it. The reactants are: [NH2:1][CH2:2][CH:3]1[CH2:6][CH:5]([N:7]2[C:11]3[N:12]=[CH:13][N:14]=[C:15]([NH2:16])[C:10]=3[C:9](I)=[CH:8]2)[CH2:4]1.[C:18]12([CH2:25][O:26][C:27]3[CH:28]=[C:29](B4OC(C)(C)C(C)(C)O4)[CH:30]=[CH:31][CH:32]=3)[O:24][CH:21]([CH2:22][CH2:23]1)[CH2:20][CH2:19]2.C(=O)([O-])[O-].[Na+].[Na+].CN(C=O)C. (6) Given the product [Cl:10][C:11]1[C:12]([CH:17]([NH:34][C:39]([CH:35]2[CH2:38][CH2:37][CH2:36]2)=[O:40])[C:18]2[CH:27]=[C:26]3[C:21]([CH:22]=[CH:23][C:24]([C:28]4[CH:33]=[CH:32][CH:31]=[CH:30][CH:29]=4)=[N:25]3)=[CH:20][CH:19]=2)=[N:13][CH:14]=[CH:15][N:16]=1, predict the reactants needed to synthesize it. The reactants are: N(C(C)C)(C(C)C)CC.[Cl:10][C:11]1[C:12]([CH:17]([NH2:34])[C:18]2[CH:27]=[C:26]3[C:21]([CH:22]=[CH:23][C:24]([C:28]4[CH:33]=[CH:32][CH:31]=[CH:30][CH:29]=4)=[N:25]3)=[CH:20][CH:19]=2)=[N:13][CH:14]=[CH:15][N:16]=1.[CH:35]1([C:39](Cl)=[O:40])[CH2:38][CH2:37][CH2:36]1. (7) Given the product [Cl:1][C:2]1[N:7]=[C:6]([NH:12][C:13]2[CH:21]=[C:20]3[C:16]([C:17]([CH3:24])([CH3:23])[C:18](=[O:22])[NH:19]3)=[CH:15][CH:14]=2)[C:5]([N+:9]([O-:11])=[O:10])=[CH:4][N:3]=1, predict the reactants needed to synthesize it. The reactants are: [Cl:1][C:2]1[N:7]=[C:6](Cl)[C:5]([N+:9]([O-:11])=[O:10])=[CH:4][N:3]=1.[NH2:12][C:13]1[CH:21]=[C:20]2[C:16]([C:17]([CH3:24])([CH3:23])[C:18](=[O:22])[NH:19]2)=[CH:15][CH:14]=1.